Dataset: Reaction yield outcomes from USPTO patents with 853,638 reactions. Task: Predict the reaction yield, written as a fraction of the theoretical maximum amount of product (1.0 means a 100% yield; for example, 0.34 means a 34% yield). (1) The reactants are [NH:1]1[CH:5]=[CH:4][N:3]=[CH:2]1.[Li][CH2:7][CH2:8][CH2:9]C.CN([CH:14]=[O:15])C. The catalyst is C1COCC1. The product is [CH:8]([N:1]1[CH:5]=[CH:4][N:3]=[C:2]1[CH:14]=[O:15])([CH3:9])[CH3:7]. The yield is 0.650. (2) The reactants are [CH:1]1([N:7]([CH3:36])[C:8]2[C:9]([CH3:35])=[C:10]([CH:24]=[C:25]([C:27]3[CH:28]=[N:29][C:30]([CH:33]=O)=[CH:31][CH:32]=3)[CH:26]=2)[C:11]([NH:13][CH2:14][C:15]2[C:16](=[O:23])[NH:17][C:18]([CH3:22])=[CH:19][C:20]=2[CH3:21])=[O:12])[CH2:6][CH2:5][CH2:4][CH2:3][CH2:2]1.[NH:37]1[CH2:42][CH2:41][O:40][CH2:39][CH2:38]1.C(O)(=O)C.C([BH3-])#N.[Na+]. The catalyst is CO. The product is [CH:1]1([N:7]([CH3:36])[C:8]2[C:9]([CH3:35])=[C:10]([CH:24]=[C:25]([C:27]3[CH:28]=[N:29][C:30]([CH2:33][N:37]4[CH2:42][CH2:41][O:40][CH2:39][CH2:38]4)=[CH:31][CH:32]=3)[CH:26]=2)[C:11]([NH:13][CH2:14][C:15]2[C:16](=[O:23])[NH:17][C:18]([CH3:22])=[CH:19][C:20]=2[CH3:21])=[O:12])[CH2:2][CH2:3][CH2:4][CH2:5][CH2:6]1. The yield is 0.530. (3) The catalyst is [N+](C)([O-])=O. The product is [N+:37]([CH:40]([CH3:41])[CH:9]([OH:10])[CH2:8][O:1][C:2]1[CH:7]=[CH:6][CH:5]=[CH:4][CH:3]=1)([O-:39])=[O:38]. The yield is 0.810. The reactants are [O:1]([CH2:8][CH:9]=[O:10])[C:2]1[CH:7]=[CH:6][CH:5]=[CH:4][CH:3]=1.S([O-])([O-])(=O)=O.[Mg+2].C(N1CCN2CCN(C(C)C)P1N(C(C)C)CC2)(C)C.[N+:37]([CH2:40][CH3:41])([O-:39])=[O:38].